This data is from Peptide-MHC class II binding affinity with 134,281 pairs from IEDB. The task is: Regression. Given a peptide amino acid sequence and an MHC pseudo amino acid sequence, predict their binding affinity value. This is MHC class II binding data. (1) The peptide sequence is YLGLEVLTRARAALT. The MHC is DRB1_1302 with pseudo-sequence DRB1_1302. The binding affinity (normalized) is 0.771. (2) The peptide sequence is YDKFLANVSTFLTGK. The MHC is DRB1_1302 with pseudo-sequence DRB1_1302. The binding affinity (normalized) is 0.945. (3) The peptide sequence is PEKEVLVWKFDSRLAFHH. The MHC is DRB1_1101 with pseudo-sequence DRB1_1101. The binding affinity (normalized) is 0.541. (4) The binding affinity (normalized) is 0.809. The MHC is DRB1_1001 with pseudo-sequence DRB1_1001. The peptide sequence is YNKFLANVSTVLTGK. (5) The peptide sequence is NAGFKAALAAAAGVP. The MHC is DRB3_0202 with pseudo-sequence DRB3_0202. The binding affinity (normalized) is 0.518. (6) The peptide sequence is AGELELQFRRVKSKYPEGTK. The MHC is DRB1_1201 with pseudo-sequence DRB1_1201. The binding affinity (normalized) is 0.429. (7) The peptide sequence is AFILDGDNIFPKV. The MHC is DRB3_0101 with pseudo-sequence DRB3_0101. The binding affinity (normalized) is 0.826. (8) The peptide sequence is RCALHWFPGSHLLHV. The MHC is HLA-DPA10201-DPB10501 with pseudo-sequence HLA-DPA10201-DPB10501. The binding affinity (normalized) is 0.173.